Dataset: Forward reaction prediction with 1.9M reactions from USPTO patents (1976-2016). Task: Predict the product of the given reaction. (1) Given the reactants [CH3:1][O:2][C:3]1[CH:9]=[CH:8][C:7]([N+:10]([O-:12])=[O:11])=[CH:6][C:4]=1[NH2:5].[Cl:13][C:14]1[CH:24]=[C:23]([F:25])[C:22]([F:26])=[CH:21][C:15]=1[C:16]([N:18]=[C:19]=[O:20])=[O:17], predict the reaction product. The product is: [Cl:13][C:14]1[CH:24]=[C:23]([F:25])[C:22]([F:26])=[CH:21][C:15]=1[C:16]([NH:18][C:19]([NH:5][C:4]1[CH:6]=[C:7]([N+:10]([O-:12])=[O:11])[CH:8]=[CH:9][C:3]=1[O:2][CH3:1])=[O:20])=[O:17]. (2) Given the reactants [CH:1]([C:3]1[N:8]=[C:7]2[NH:9][CH:10]=[C:11]([C:12]#[N:13])[C:6]2=[CH:5][CH:4]=1)=[CH2:2].[C:14]([C:18]1[CH:19]=[C:20]2[C:25](=[C:26]([F:28])[CH:27]=1)[C:24](=[O:29])[N:23]([C:30]1[C:38]3[CH2:37][O:36]B(O)[C:34]=3[CH:33]=[CH:32][CH:31]=1)[N:22]=[CH:21]2)([CH3:17])([CH3:16])[CH3:15].N1C=CC=CC=1.[NH4+].[Cl-], predict the reaction product. The product is: [C:14]([C:18]1[CH:19]=[C:20]2[C:25](=[C:26]([F:28])[CH:27]=1)[C:24](=[O:29])[N:23]([C:30]1[C:38]([CH2:37][OH:36])=[C:34]([N:9]3[C:7]4=[N:8][C:3]([CH:1]=[CH2:2])=[CH:4][CH:5]=[C:6]4[C:11]([C:12]#[N:13])=[CH:10]3)[CH:33]=[CH:32][CH:31]=1)[N:22]=[CH:21]2)([CH3:17])([CH3:15])[CH3:16].